Task: Predict the reactants needed to synthesize the given product.. Dataset: Full USPTO retrosynthesis dataset with 1.9M reactions from patents (1976-2016) (1) The reactants are: [CH:1]1([N:7]2[CH2:12][CH2:11][CH:10]([N:13]3[C:21](=[O:22])[C:20]4[C:19]([C:23]#[N:24])=[CH:18][C:17]([F:25])=[CH:16][C:15]=4[CH2:14]3)[CH2:9][CH2:8]2)[CH2:6][CH2:5][CH2:4][CH2:3][CH2:2]1.[OH2:26].N. Given the product [CH:1]1([N:7]2[CH2:12][CH2:11][CH:10]([N:13]3[C:21](=[O:22])[C:20]4[C:19]([C:23]([NH2:24])=[O:26])=[CH:18][C:17]([F:25])=[CH:16][C:15]=4[CH2:14]3)[CH2:9][CH2:8]2)[CH2:2][CH2:3][CH2:4][CH2:5][CH2:6]1, predict the reactants needed to synthesize it. (2) Given the product [ClH:1].[Cl:28][C:23]1[CH:22]=[C:21]([CH:26]=[CH:25][C:24]=1[F:27])[C:20]([NH:19][C@H:16]1[CH2:15][CH2:14][C@@H:13]([NH:12][C:2]2[CH:3]=[C:4]([O:10][CH3:11])[N:5]=[C:6]([O:8][CH3:9])[N:7]=2)[CH2:18][CH2:17]1)=[O:29], predict the reactants needed to synthesize it. The reactants are: [Cl:1][C:2]1[N:7]=[C:6]([O:8][CH3:9])[N:5]=[C:4]([O:10][CH3:11])[CH:3]=1.[NH2:12][C@@H:13]1[CH2:18][CH2:17][C@H:16]([NH:19][C:20](=[O:29])[C:21]2[CH:26]=[CH:25][C:24]([F:27])=[C:23]([Cl:28])[CH:22]=2)[CH2:15][CH2:14]1. (3) The reactants are: [C:1]([C:3]1[CH:8]=[CH:7][C:6]([S:9]([NH:12][CH3:13])(=[O:11])=[O:10])=[CH:5][CH:4]=1)#[N:2]. Given the product [NH2:2][CH2:1][C:3]1[CH:4]=[CH:5][C:6]([S:9]([NH:12][CH3:13])(=[O:11])=[O:10])=[CH:7][CH:8]=1, predict the reactants needed to synthesize it. (4) Given the product [CH2:1]([O:3][C@H:4]([CH3:52])[CH2:5][O:6][CH2:7][C:8]1[CH:13]=[CH:12][C:11]([C@@:14]2([OH:47])[CH2:19][CH2:18][NH:17][CH2:16][C@@H:15]2[O:30][CH2:31][C:32]2[CH:33]=[CH:34][C:35]3[O:40][CH2:39][CH2:38][N:37]([CH2:41][CH2:42][CH2:43][O:44][CH3:45])[C:36]=3[CH:46]=2)=[C:10]([CH2:48][CH2:49][O:50][CH3:51])[CH:9]=1)[CH3:2], predict the reactants needed to synthesize it. The reactants are: [CH2:1]([O:3][C@H:4]([CH3:52])[CH2:5][O:6][CH2:7][C:8]1[CH:13]=[CH:12][C:11]([C@@:14]2([OH:47])[CH2:19][CH2:18][N:17](S(C3C=CC(C)=CC=3)(=O)=O)[CH2:16][C@@H:15]2[O:30][CH2:31][C:32]2[CH:33]=[CH:34][C:35]3[O:40][CH2:39][CH2:38][N:37]([CH2:41][CH2:42][CH2:43][O:44][CH3:45])[C:36]=3[CH:46]=2)=[C:10]([CH2:48][CH2:49][O:50][CH3:51])[CH:9]=1)[CH3:2].P([O-])(O)(O)=O.[Na+]. (5) Given the product [Cl:1][C:2]1[N:3]=[CH:4][CH:5]=[C:6]2[C:10]([CH2:11][CH2:12][O:13][C:27]3[CH:26]=[CH:25][C:24]([O:23][C:22]([F:21])([F:31])[F:32])=[CH:29][CH:28]=3)=[CH:9][N:8]([C:14]([O:16][C:17]([CH3:20])([CH3:19])[CH3:18])=[O:15])[C:7]=12, predict the reactants needed to synthesize it. The reactants are: [Cl:1][C:2]1[N:3]=[CH:4][CH:5]=[C:6]2[C:10]([CH2:11][CH2:12][OH:13])=[CH:9][N:8]([C:14]([O:16][C:17]([CH3:20])([CH3:19])[CH3:18])=[O:15])[C:7]=12.[F:21][C:22]([F:32])([F:31])[O:23][C:24]1[CH:29]=[CH:28][C:27](O)=[CH:26][CH:25]=1.C1(P(C2C=CC=CC=2)C2C=CC=CC=2)C=CC=CC=1.CC(OC(/N=N/C(OC(C)C)=O)=O)C.